Dataset: Full USPTO retrosynthesis dataset with 1.9M reactions from patents (1976-2016). Task: Predict the reactants needed to synthesize the given product. (1) Given the product [CH:32]1[C:33]2[CH:21]([CH2:20][O:19][C:18]([NH:1][C@H:2]([C:7]([OH:9])=[O:8])[C:3]([S:6][CH3:10])([CH3:5])[CH3:4])=[O:34])[C:22]3[C:27](=[CH:26][CH:25]=[CH:24][CH:23]=3)[C:28]=2[CH:29]=[CH:30][CH:31]=1, predict the reactants needed to synthesize it. The reactants are: [NH2:1][C@H:2]([C:7]([OH:9])=[O:8])[C:3]([SH:6])([CH3:5])[CH3:4].[C:10](=O)([O-])[O-].[K+].[K+].CI.[C:18](=O)([O:34]N1C(=O)CCC1=O)[O:19][CH2:20][CH:21]1[C:33]2[CH:32]=[CH:31][CH:30]=[CH:29][C:28]=2[C:27]2[C:22]1=[CH:23][CH:24]=[CH:25][CH:26]=2. (2) Given the product [ClH:1].[Cl:1][C:2]1[CH:26]=[CH:25][C:5]([CH2:6][C:7]2[C:8]([C@H:13]3[CH2:17][CH2:16][CH2:15][NH:14]3)=[N:9][CH:10]=[N:11][CH:12]=2)=[CH:4][CH:3]=1, predict the reactants needed to synthesize it. The reactants are: [Cl:1][C:2]1[CH:26]=[CH:25][C:5]([CH2:6][C:7]2[C:8]([C@H:13]3[CH2:17][CH2:16][CH2:15][N:14]3C(OC(C)(C)C)=O)=[N:9][CH:10]=[N:11][CH:12]=2)=[CH:4][CH:3]=1.Cl. (3) Given the product [NH2:28][C:29]1[CH:47]=[C:46]([I:48])[CH:45]=[C:44]2[C:30]=1[N:31]=[CH:32][C:33]([C:34]([NH:93][CH2:92][C:91]1[CH:94]=[CH:95][C:88]([Cl:87])=[CH:89][CH:90]=1)=[O:36])=[C:39]2[OH:41], predict the reactants needed to synthesize it. The reactants are: [N+](C1C=CC=CC=1N)([O-])=O.ICl.C(OC=C(C(OCC)=O)C(OCC)=O)C.[NH2:28][C:29]1[CH:47]=[C:46]([I:48])[CH:45]=[CH:44][C:30]=1[NH:31][CH:32]=[C:33]([C:39]([O:41]CC)=O)[C:34]([O:36]CC)=O.OC1C2C(=C([N+]([O-])=O)C=C(I)C=2)N=CC=1C(OCC)=O.NC1C=C(I)C=C2C=1N=CC(C(OCC)=O)=C2O.[Cl:87][C:88]1[CH:95]=[CH:94][C:91]([CH2:92][NH2:93])=[CH:90][CH:89]=1. (4) Given the product [CH3:12][S:11][C:10]1[C:5]2[S:4][CH:3]=[C:2]([C:27]#[C:26][Si:28]([CH3:31])([CH3:30])[CH3:29])[C:6]=2[N:7]=[CH:8][N:9]=1, predict the reactants needed to synthesize it. The reactants are: Br[C:2]1[C:6]2[N:7]=[CH:8][N:9]=[C:10]([S:11][CH3:12])[C:5]=2[S:4][CH:3]=1.C1(NC2CCCCC2)CCCCC1.[C:26]([Si:28]([CH3:31])([CH3:30])[CH3:29])#[CH:27].N#N. (5) Given the product [CH:1]([O:3][C:4](=[O:20])[NH:5][C:6](=[O:19])/[C:7](/[C:17]#[N:18])=[CH:8]\[C:9]1[CH:14]=[CH:13][C:12]([Cl:15])=[C:11]([Cl:16])[CH:10]=1)([CH3:21])[CH3:2], predict the reactants needed to synthesize it. The reactants are: [CH2:1]([O:3][C:4](=[O:20])[NH:5][C:6](=[O:19])/[C:7](/[C:17]#[N:18])=[CH:8]\[C:9]1[CH:14]=[CH:13][C:12]([Cl:15])=[C:11]([Cl:16])[CH:10]=1)[CH3:2].[CH3:21]C(O)C. (6) Given the product [OH:27][C@@:20]1([C:18]#[C:19][C:2]2[CH:3]=[C:4]([C:9]3[N:14]=[C:13]([C:15]([NH2:17])=[O:16])[CH:12]=[CH:11][N:10]=3)[CH:5]=[C:6]([CH3:8])[CH:7]=2)[CH2:24][CH2:23][N:22]([CH3:25])[C:21]1=[O:26], predict the reactants needed to synthesize it. The reactants are: Br[C:2]1[CH:3]=[C:4]([C:9]2[N:14]=[C:13]([C:15]([NH2:17])=[O:16])[CH:12]=[CH:11][N:10]=2)[CH:5]=[C:6]([CH3:8])[CH:7]=1.[C:18]([C@:20]1([OH:27])[CH2:24][CH2:23][N:22]([CH3:25])[C:21]1=[O:26])#[CH:19].